This data is from Full USPTO retrosynthesis dataset with 1.9M reactions from patents (1976-2016). The task is: Predict the reactants needed to synthesize the given product. (1) The reactants are: [C:1]([N:8]1[CH2:12][C@@H:11]([N:13]=[N+]=[N-])[CH2:10][C@H:9]1[C:16]([N:18]1[CH2:23][CH2:22][N:21]([CH3:24])[CH2:20][CH2:19]1)=[O:17])([O:3][C:4]([CH3:7])([CH3:6])[CH3:5])=[O:2].CP(C)C. Given the product [C:1]([N:8]1[CH2:12][C@@H:11]([NH2:13])[CH2:10][C@H:9]1[C:16]([N:18]1[CH2:19][CH2:20][N:21]([CH3:24])[CH2:22][CH2:23]1)=[O:17])([O:3][C:4]([CH3:7])([CH3:6])[CH3:5])=[O:2], predict the reactants needed to synthesize it. (2) The reactants are: C[O:2][C:3](=[O:18])[C:4]1[CH:9]=[CH:8][C:7]([CH:10]2[CH2:15][CH2:14][CH2:13][CH2:12][CH2:11]2)=[C:6]([C:16]#[N:17])[CH:5]=1.O.Cl.C(Cl)(Cl)Cl. Given the product [C:16]([C:6]1[CH:5]=[C:4]([CH:9]=[CH:8][C:7]=1[CH:10]1[CH2:15][CH2:14][CH2:13][CH2:12][CH2:11]1)[C:3]([OH:18])=[O:2])#[N:17], predict the reactants needed to synthesize it. (3) Given the product [C:1]([O:5][C:6]([N:8]1[CH2:13][CH2:12][CH2:11][C@@H:10]([O:14][Si:15]([C:18]([CH3:21])([CH3:20])[CH3:19])([CH3:17])[CH3:16])[C@H:9]1[CH:22]=[O:23])=[O:7])([CH3:4])([CH3:3])[CH3:2], predict the reactants needed to synthesize it. The reactants are: [C:1]([O:5][C:6]([N:8]1[CH2:13][CH2:12][CH2:11][C@@H:10]([O:14][Si:15]([C:18]([CH3:21])([CH3:20])[CH3:19])([CH3:17])[CH3:16])[C@@H:9]1[CH2:22][OH:23])=[O:7])([CH3:4])([CH3:3])[CH3:2].C[N+]1([O-])CCOCC1.